The task is: Predict the reactants needed to synthesize the given product.. This data is from Full USPTO retrosynthesis dataset with 1.9M reactions from patents (1976-2016). Given the product [CH2:1]([O:25][C:22]1[CH:23]=[CH:24][C:14]2[O:13][C:12]([C:9]3[CH:8]=[CH:7][C:6]([F:5])=[CH:11][CH:10]=3)=[C:16]([C:17]([O:19][CH3:20])=[O:18])[C:15]=2[CH:21]=1)[CH:2]=[CH2:3], predict the reactants needed to synthesize it. The reactants are: [CH2:1](Br)[CH:2]=[CH2:3].[F:5][C:6]1[CH:11]=[CH:10][C:9]([C:12]2[O:13][C:14]3[CH:24]=[CH:23][C:22]([OH:25])=[CH:21][C:15]=3[C:16]=2[C:17]([O:19][CH3:20])=[O:18])=[CH:8][CH:7]=1.C([O-])([O-])=O.[K+].[K+].